Predict which catalyst facilitates the given reaction. From a dataset of Catalyst prediction with 721,799 reactions and 888 catalyst types from USPTO. Product: [NH2:11][C:10]1[C:5]([C:3]([NH:2][CH3:1])=[O:4])=[N:6][C:7]([C:22]2[CH:21]=[CH:20][CH:19]=[C:18]([NH2:17])[CH:23]=2)=[CH:8][N:9]=1. Reactant: [CH3:1][NH:2][C:3]([C:5]1[C:10]([NH2:11])=[N:9][CH:8]=[C:7](Br)[N:6]=1)=[O:4].ClCCl.O.[NH2:17][C:18]1[CH:19]=[C:20](B(O)O)[CH:21]=[CH:22][CH:23]=1.C(N(CC)CC)C. The catalyst class is: 508.